This data is from Reaction yield outcomes from USPTO patents with 853,638 reactions. The task is: Predict the reaction yield, written as a fraction of the theoretical maximum amount of product (1.0 means a 100% yield; for example, 0.34 means a 34% yield). (1) The reactants are [NH2:1][C:2]1[CH:10]=[CH:9][C:8]([CH3:11])=[CH:7][C:3]=1[C:4]([OH:6])=[O:5].ClC([O-])=O.Cl[C:17]([O:19][CH3:20])=O.N1[CH:26]=[CH:25][CH:24]=[CH:23][CH:22]=1. The catalyst is C(OCC)(=O)C.CCCCC. The product is [CH2:17]([O:19][C:20]1[O:5][C:4](=[O:6])[C:3]2[CH:7]=[C:8]([CH3:11])[CH:9]=[CH:10][C:2]=2[N:1]=1)[CH2:22][CH2:23][CH2:24][CH2:25][CH2:26][CH2:26][CH2:25][CH2:24][CH2:23][CH2:22][CH2:4][CH2:3][CH2:2][CH2:10][CH3:9]. The yield is 0.310. (2) The reactants are [CH3:1][O:2][C:3]1[C:4]2[C:15]([C:16]3[CH:21]=[CH:20][CH:19]=[CH:18][CH:17]=3)=[C:14]([C:22]3[CH:27]=[CH:26][C:25]([C:28]4([NH:32]C(=O)OC(C)(C)C)[CH2:31][CH2:30][CH2:29]4)=[CH:24][CH:23]=3)[O:13][C:5]=2[N:6]=[C:7](S(C)(=O)=O)[N:8]=1.[OH:40][CH:41]1[CH2:46][CH2:45][NH:44][CH2:43][CH2:42]1. The catalyst is C1(C)C=CC=CC=1. The product is [NH2:32][C:28]1([C:25]2[CH:24]=[CH:23][C:22]([C:14]3[O:13][C:5]4[N:6]=[C:7]([N:44]5[CH2:45][CH2:46][CH:41]([OH:40])[CH2:42][CH2:43]5)[N:8]=[C:3]([O:2][CH3:1])[C:4]=4[C:15]=3[C:16]3[CH:21]=[CH:20][CH:19]=[CH:18][CH:17]=3)=[CH:27][CH:26]=2)[CH2:29][CH2:30][CH2:31]1. The yield is 0.760. (3) The reactants are [CH2:1]([O:8][C:9]1[CH:10]=[C:11]([C:15]2[N:16]=[C:17]([CH:25]3[CH2:28][CH2:27][CH2:26]3)[N:18]3[CH:23]=[CH:22][N:21]=[C:20](Cl)[C:19]=23)[CH:12]=[CH:13][CH:14]=1)[C:2]1[CH:7]=[CH:6][CH:5]=[CH:4][CH:3]=1.[CH:29]([NH2:32])([CH3:31])[CH3:30].CN1C(=[O:39])CCC1. No catalyst specified. The product is [CH:9]([OH:8])=[O:39].[CH2:1]([O:8][C:9]1[CH:10]=[C:11]([C:15]2[N:16]=[C:17]([CH:25]3[CH2:28][CH2:27][CH2:26]3)[N:18]3[CH:23]=[CH:22][N:21]=[C:20]([NH:32][CH:29]([CH3:31])[CH3:30])[C:19]=23)[CH:12]=[CH:13][CH:14]=1)[C:2]1[CH:7]=[CH:6][CH:5]=[CH:4][CH:3]=1. The yield is 0.360. (4) The reactants are [CH3:1][O:2][C:3]1[CH:4]=[C:5]([C:13]2[CH:14]=[C:15]3[CH:21]=[CH:20][NH:19][C:16]3=[N:17][CH:18]=2)[CH:6]=[C:7]([O:11][CH3:12])[C:8]=1[O:9][CH3:10].[I:22]N1C(=O)CCC1=O. The catalyst is CC(C)=O. The product is [I:22][C:21]1[C:15]2[C:16](=[N:17][CH:18]=[C:13]([C:5]3[CH:6]=[C:7]([O:11][CH3:12])[C:8]([O:9][CH3:10])=[C:3]([O:2][CH3:1])[CH:4]=3)[CH:14]=2)[NH:19][CH:20]=1. The yield is 1.18. (5) The catalyst is CO.ClCCl.C1COCC1.C(O)(C)(C)C.CCN(CC)CC. The reactants are Cl.Cl.Cl.[CH2:4]([O:6][C:7]1[C:16]([NH2:17])=[C:15]2[C:10]([C:11]([CH2:18][C:19]3[CH:24]=[C:23]([O:25][CH3:26])[C:22]([O:27][CH3:28])=[C:21]([O:29][CH3:30])[CH:20]=3)=[CH:12][N:13]=[CH:14]2)=[CH:9][CH:8]=1)[CH3:5].CS(Cl)(=O)=O.[OH-].[Na+].Cl[S:39]([NH:42][C:43](=[O:49])[O:44][C:45]([CH3:48])([CH3:47])[CH3:46])(=[O:41])=[O:40].ClS(N=C=O)(=O)=O. The product is [CH2:4]([O:6][C:7]1[C:16]([NH:17][S:39]([NH:42][C:43](=[O:49])[O:44][C:45]([CH3:47])([CH3:46])[CH3:48])(=[O:40])=[O:41])=[C:15]2[C:10]([C:11]([CH2:18][C:19]3[CH:20]=[C:21]([O:29][CH3:30])[C:22]([O:27][CH3:28])=[C:23]([O:25][CH3:26])[CH:24]=3)=[CH:12][N:13]=[CH:14]2)=[CH:9][CH:8]=1)[CH3:5]. The yield is 0.680. (6) The reactants are [Li+].[OH-].[CH2:3]([O:10][N:11]1[C:17](=[O:18])[N:16]2[CH2:19][C@H:12]1[CH2:13][CH2:14][C@H:15]2[C:20]([O:22]CC)=[O:21])[C:4]1[CH:9]=[CH:8][CH:7]=[CH:6][CH:5]=1. The catalyst is C1COCC1.O. The product is [CH2:3]([O:10][N:11]1[C:17](=[O:18])[N:16]2[CH2:19][C@H:12]1[CH2:13][CH2:14][C@H:15]2[C:20]([OH:22])=[O:21])[C:4]1[CH:9]=[CH:8][CH:7]=[CH:6][CH:5]=1. The yield is 0.777.